Dataset: Full USPTO retrosynthesis dataset with 1.9M reactions from patents (1976-2016). Task: Predict the reactants needed to synthesize the given product. (1) The reactants are: C(OC(=O)[NH:7][C:8]1([C:11]2[N:12]=[N:13][C:14]([C:17]3[CH:18]=[N:19][N:20]([CH3:22])[CH:21]=3)=[CH:15][CH:16]=2)[CH2:10][CH2:9]1)(C)(C)C.[ClH:24].O1CCOCC1. Given the product [ClH:24].[ClH:24].[CH3:22][N:20]1[CH:21]=[C:17]([C:14]2[N:13]=[N:12][C:11]([C:8]3([NH2:7])[CH2:10][CH2:9]3)=[CH:16][CH:15]=2)[CH:18]=[N:19]1, predict the reactants needed to synthesize it. (2) Given the product [CH3:1][CH:2]1[CH:11]([CH3:27])[CH2:10][C:9]([CH3:12])([CH3:13])[C:8]2[CH:7]=[C:6]([CH:14]([OH:15])[C:23]#[CH:24])[CH:5]=[C:4]([O:16][CH2:17][CH2:18][O:19][CH2:20][CH3:21])[C:3]1=2, predict the reactants needed to synthesize it. The reactants are: [CH3:1][C:2]1(C)[CH2:11][CH2:10][C:9]([CH3:13])([CH3:12])[C:8]2[CH:7]=[C:6]([CH:14]=[O:15])[CH:5]=[C:4]([O:16][CH2:17][CH2:18][O:19][CH2:20][CH3:21])[C:3]1=2.[C:23]([Mg]Br)#[CH:24].[CH2:27]1COCC1. (3) Given the product [F:1][C:2]([F:13])([F:12])[O:3][C:4]1[CH:11]=[CH:10][CH:9]=[CH:8][C:5]=1[CH2:6][NH:14][C:15]1[CH:16]=[C:17]2[C:21]3=[C:22]([CH2:24][S:25][CH2:26][CH2:27][N:20]3[C@H:19]3[CH2:28][CH2:29][NH:30][CH2:31][C@@H:18]23)[CH:23]=1, predict the reactants needed to synthesize it. The reactants are: [F:1][C:2]([F:13])([F:12])[O:3][C:4]1[CH:11]=[CH:10][CH:9]=[CH:8][C:5]=1[CH:6]=O.[NH2:14][C:15]1[CH:16]=[C:17]2[C:21]3=[C:22]([CH2:24][S:25][CH2:26][CH2:27][N:20]3[C@H:19]3[CH2:28][CH2:29][N:30](C(OC(C)(C)C)=O)[CH2:31][C@@H:18]23)[CH:23]=1. (4) Given the product [OH:1][C@H:2]([C@@H:4]([N:7]1[C:11](=[O:12])[N:10]([C:13]2[CH:14]=[CH:15][C:16]([CH2:19][CH2:20][C:21]([OH:23])=[O:22])=[CH:17][CH:18]=2)[CH:9]=[N:8]1)[CH2:5][CH3:6])[CH3:3], predict the reactants needed to synthesize it. The reactants are: [OH:1][C@H:2]([C@@H:4]([N:7]1[C:11](=[O:12])[N:10]([C:13]2[CH:18]=[CH:17][C:16]([CH2:19][CH2:20][C:21]([O:23]CC)=[O:22])=[CH:15][CH:14]=2)[CH:9]=[N:8]1)[CH2:5][CH3:6])[CH3:3].[Li+].[OH-].O.